This data is from Full USPTO retrosynthesis dataset with 1.9M reactions from patents (1976-2016). The task is: Predict the reactants needed to synthesize the given product. (1) Given the product [C:53]([C:41]1[C:39]2[N:40]=[C:36]([C:34]([N:33]([CH2:32][CH2:31][OH:13])[CH3:55])=[O:35])[O:37][C:38]=2[C:44]([N:9]2[CH2:10][CH2:11][C@H:7]([N:6]([CH3:12])[CH3:5])[CH2:8]2)=[C:43]([C:46]2[CH:51]=[CH:50][CH:49]=[CH:48][CH:47]=2)[C:42]=1[CH3:52])#[N:54], predict the reactants needed to synthesize it. The reactants are: CS(C)=O.[CH3:5][N:6]([CH3:12])[C@@H:7]1[CH2:11][CH2:10][NH:9][CH2:8]1.[O:13]([CH2:31][CH2:32][N:33]([CH3:55])[C:34]([C:36]1[O:37][C:38]2[C:44](F)=[C:43]([C:46]3[CH:51]=[CH:50][CH:49]=[CH:48][CH:47]=3)[C:42]([CH3:52])=[C:41]([C:53]#[N:54])[C:39]=2[N:40]=1)=[O:35])[Si](C(C)(C)C)(C1C=CC=CC=1)C1C=CC=CC=1.C(N(CC)CC)C. (2) Given the product [Br:1][C:2]1[CH:10]=[C:9]2[C:5](=[CH:4][CH:3]=1)[C:6]1([CH2:21][CH2:20][O:19][CH2:18][CH2:17]1)[CH2:7][C:8]2=[O:11], predict the reactants needed to synthesize it. The reactants are: [Br:1][C:2]1[CH:10]=[C:9]2[C:5]([CH2:6][CH2:7][C:8]2=[O:11])=[CH:4][CH:3]=1.C[Si](Cl)(C)C.[CH3:17][CH2:18][O:19][CH2:20][CH:21](Cl)Cl. (3) Given the product [CH3:28][C:29]([CH3:33])([CH3:32])[C:30]#[C:31][C:2]1[CH:3]=[C:4]2[C:15]3([CH2:19][O:18][C:17]([NH2:20])=[N:16]3)[C:14]3[C:9](=[CH:10][CH:11]=[C:12]([O:21][CH3:22])[CH:13]=3)[O:8][C:5]2=[N:6][CH:7]=1, predict the reactants needed to synthesize it. The reactants are: Br[C:2]1[CH:3]=[C:4]2[C:15]3([CH2:19][O:18][C:17]([NH2:20])=[N:16]3)[C:14]3[C:9](=[CH:10][CH:11]=[C:12]([O:21][CH3:22])[CH:13]=3)[O:8][C:5]2=[N:6][CH:7]=1.CN(C=O)C.[CH3:28][C:29]([CH3:33])([CH3:32])[C:30]#[CH:31].